From a dataset of Forward reaction prediction with 1.9M reactions from USPTO patents (1976-2016). Predict the product of the given reaction. (1) Given the reactants [NH2:1][CH2:2][C@@H:3]1[CH2:8][C@H:7]2[C@H:5]([CH2:6]2)[N:4]1[C:9]([C:11]1[N:12]=[C:13]([CH3:23])[S:14][C:15]=1[C:16]1[CH:21]=[CH:20][CH:19]=[C:18]([F:22])[CH:17]=1)=[O:10].[S:24]1[CH:28]=[CH:27][N:26]2[C:29]([C:32](O)=[O:33])=[CH:30][N:31]=[C:25]12, predict the reaction product. The product is: [F:22][C:18]1[CH:17]=[C:16]([C:15]2[S:14][C:13]([CH3:23])=[N:12][C:11]=2[C:9]([N:4]2[C@H:3]([CH2:2][NH:1][C:32]([C:29]3[N:26]4[C:25]([S:24][CH:28]=[CH:27]4)=[N:31][CH:30]=3)=[O:33])[CH2:8][C@H:7]3[C@@H:5]2[CH2:6]3)=[O:10])[CH:21]=[CH:20][CH:19]=1. (2) Given the reactants [Br:1][C:2]1[CH:22]=[CH:21][C:20]([F:23])=[CH:19][C:3]=1[O:4][CH:5]1[CH2:8][N:7]([C:9]2[N:10]=[CH:11][C:12]([C:15](OC)=[O:16])=[N:13][CH:14]=2)[CH2:6]1.[NH3:24], predict the reaction product. The product is: [Br:1][C:2]1[CH:22]=[CH:21][C:20]([F:23])=[CH:19][C:3]=1[O:4][CH:5]1[CH2:8][N:7]([C:9]2[N:10]=[CH:11][C:12]([C:15]([NH2:24])=[O:16])=[N:13][CH:14]=2)[CH2:6]1. (3) Given the reactants [OH:1][C:2]1[CH:11]=[CH:10][CH:9]=[C:8]2[C:3]=1[CH2:4][CH2:5][CH2:6][C:7]2=[O:12].C(=O)([O-])[O-].[Cs+].[Cs+].Br[CH2:20][C:21]([O:23][C:24]([CH3:27])([CH3:26])[CH3:25])=[O:22], predict the reaction product. The product is: [C:24]([O:23][C:21](=[O:22])[CH2:20][O:1][C:2]1[C:3]2[CH2:4][CH2:5][CH2:6][C:7](=[O:12])[C:8]=2[CH:9]=[CH:10][CH:11]=1)([CH3:27])([CH3:26])[CH3:25]. (4) Given the reactants [CH3:1][O:2][C:3]([C@H:5]1[CH2:10][CH2:9][C@H:8]([C:11](=[O:16])[NH:12][CH2:13][CH:14]=O)[CH2:7][CH2:6]1)=[O:4].P(Cl)(Cl)(Cl)=O.[OH-].[Na+], predict the reaction product. The product is: [CH3:1][O:2][C:3]([C@H:5]1[CH2:6][CH2:7][C@H:8]([C:11]2[O:16][CH:14]=[CH:13][N:12]=2)[CH2:9][CH2:10]1)=[O:4].